Dataset: Human intestinal absorption (HIA) binary classification data from Hou et al.. Task: Regression/Classification. Given a drug SMILES string, predict its absorption, distribution, metabolism, or excretion properties. Task type varies by dataset: regression for continuous measurements (e.g., permeability, clearance, half-life) or binary classification for categorical outcomes (e.g., BBB penetration, CYP inhibition). Dataset: hia_hou. The compound is NC(=O)N1C(=O)[C@@H](C(=O)c2cccs2)c2cc(Cl)ccc21. The result is 1 (good absorption).